From a dataset of Tyrosyl-DNA phosphodiesterase HTS with 341,365 compounds. Binary Classification. Given a drug SMILES string, predict its activity (active/inactive) in a high-throughput screening assay against a specified biological target. (1) The compound is S(=O)(=O)(N(c1ccc(C(=O)COC(=O)C2CC2)cc1)C)C. The result is 0 (inactive). (2) The drug is S(c1c(N\C(=N\c2[nH]c3CCCCc3c(=O)n2)N)cccc1)c1ccccc1. The result is 0 (inactive). (3) The drug is S(=O)(=O)(NCc1ccc(N2CCN(CC2)C)cc1)Cc1cc(ccc1)C(F)(F)F. The result is 0 (inactive). (4) The molecule is O(CC(=O)N(c1c2c(ccc1)cccc2)CC)C(=O)c1nccnc1. The result is 0 (inactive). (5) The drug is Fc1ccc(N(Cc2n3CCCCCc3nn2)C(=O)Nc2c(OC)cccc2)cc1. The result is 0 (inactive).